Dataset: Full USPTO retrosynthesis dataset with 1.9M reactions from patents (1976-2016). Task: Predict the reactants needed to synthesize the given product. (1) Given the product [O:24]([CH2:23][CH2:22][CH2:21][CH2:16][CH2:17][C:18]([OH:20])=[O:19])[C:25]1[CH:30]=[CH:29][CH:28]=[CH:27][CH:26]=1, predict the reactants needed to synthesize it. The reactants are: OC(COC1C=CC=CC=1)CC(O)=O.O[CH:16]([CH2:21][CH2:22][CH2:23][O:24][C:25]1[CH:30]=[CH:29][CH:28]=[CH:27][CH:26]=1)[CH2:17][C:18]([OH:20])=[O:19]. (2) Given the product [NH2:17][C:16]1[C:15]([CH3:14])=[C:21]([C:2]2[CH:10]=[CH:9][C:8]([C:11]([NH2:13])=[O:12])=[C:7]3[C:3]=2[CH:4]=[CH:5][NH:6]3)[CH:20]=[CH:19][CH:18]=1, predict the reactants needed to synthesize it. The reactants are: Br[C:2]1[CH:10]=[CH:9][C:8]([C:11]([NH2:13])=[O:12])=[C:7]2[C:3]=1[CH:4]=[CH:5][NH:6]2.[CH3:14][C:15]1[C:21](B2OC(C)(C)C(C)(C)O2)=[CH:20][CH:19]=[CH:18][C:16]=1[NH2:17].C([O-])([O-])=O.[Na+].[Na+].O. (3) Given the product [CH3:1][O:2][C:3]1[C:7]([C:8]([NH2:22])=[O:9])=[CH:6][N:5]([C:11]2[CH:12]=[N:13][C:14]([C:17]([F:20])([F:19])[F:18])=[N:15][CH:16]=2)[N:4]=1, predict the reactants needed to synthesize it. The reactants are: [CH3:1][O:2][C:3]1[C:7]([C:8](O)=[O:9])=[CH:6][N:5]([C:11]2[CH:12]=[N:13][C:14]([C:17]([F:20])([F:19])[F:18])=[N:15][CH:16]=2)[N:4]=1.C[N:22](C(ON1N=NC2C=CC=NC1=2)=[N+](C)C)C.F[P-](F)(F)(F)(F)F.CCN(C(C)C)C(C)C.[NH4+].[Cl-]. (4) The reactants are: [Cl:1][C:2]1[CH:3]=[C:4]([NH:9][C:10]([C@@H:12]2[CH2:17][CH2:16][C@@H:15]([CH3:18])[N:14]([C:19](=[O:32])[C:20]3[CH:25]=[C:24]([CH3:26])[CH:23]=[CH:22][C:21]=3[N:27]3[N:31]=[CH:30][CH:29]=[N:28]3)[CH2:13]2)=[O:11])[C:5](O)=[N:6][CH:7]=1.C1C=CC(P(C2C=CC=CC=2)C2C=CC=CC=2)=CC=1. Given the product [Cl:1][C:2]1[CH:3]=[C:4]2[N:9]=[C:10]([C@H:12]3[CH2:13][N:14]([C:19]([C:20]4[CH:25]=[C:24]([CH3:26])[CH:23]=[CH:22][C:21]=4[N:27]4[N:31]=[CH:30][CH:29]=[N:28]4)=[O:32])[C@H:15]([CH3:18])[CH2:16][CH2:17]3)[O:11][C:5]2=[N:6][CH:7]=1, predict the reactants needed to synthesize it. (5) Given the product [Cl:29][C:30]1[C:31]([CH3:38])=[C:32]([CH3:37])[C:33]2[N:34]([C:2]([C:23]3[CH:28]=[CH:27][CH:26]=[CH:25][CH:24]=3)=[C:3]([C:5]3[CH:10]=[CH:9][C:8]([C:11]4([NH:15][C:16](=[O:22])[O:17][C:18]([CH3:21])([CH3:20])[CH3:19])[CH2:14][CH2:13][CH2:12]4)=[CH:7][CH:6]=3)[N:36]=2)[N:35]=1, predict the reactants needed to synthesize it. The reactants are: Br[CH:2]([C:23]1[CH:28]=[CH:27][CH:26]=[CH:25][CH:24]=1)[C:3]([C:5]1[CH:10]=[CH:9][C:8]([C:11]2([NH:15][C:16](=[O:22])[O:17][C:18]([CH3:21])([CH3:20])[CH3:19])[CH2:14][CH2:13][CH2:12]2)=[CH:7][CH:6]=1)=O.[Cl:29][C:30]1[N:35]=[N:34][C:33]([NH2:36])=[C:32]([CH3:37])[C:31]=1[CH3:38].C(N(CC)C(C)C)(C)C. (6) Given the product [CH3:27][C@H:20]([CH2:23][CH:22]=[CH2:21])[C:18]([O:7][C@@H:3]1[CH2:4][CH2:5][CH2:6][C@@H:2]1[NH:1][C:8](=[O:14])[CH2:9][CH2:10][CH:11]=[CH2:12])=[O:19], predict the reactants needed to synthesize it. The reactants are: [NH2:1][C@H:2]1[CH2:6][CH2:5][CH2:4][C@H:3]1[OH:7].[C:8]([OH:14])(=O)[CH2:9][CH2:10][CH:11]=[CH2:12].CCO[C:18]([CH3:20])=[O:19].[CH3:21][CH2:22][CH2:23]CCC.[CH2:27](Cl)Cl. (7) Given the product [CH3:1][N:2]1[CH2:18][CH2:17][C:5]2[N:6]([CH2:14][CH2:15][NH:16][C:26]([C:25]3[CH:24]=[CH:23][N:22]=[CH:21][C:20]=3[CH3:19])=[O:27])[C:7]3[CH:8]=[CH:9][C:10]([CH3:13])=[CH:11][C:12]=3[C:4]=2[CH2:3]1, predict the reactants needed to synthesize it. The reactants are: [CH3:1][N:2]1[CH2:18][CH2:17][C:5]2[N:6]([CH2:14][CH2:15][NH2:16])[C:7]3[CH:8]=[CH:9][C:10]([CH3:13])=[CH:11][C:12]=3[C:4]=2[CH2:3]1.[CH3:19][C:20]1[CH:21]=[N:22][CH:23]=[CH:24][C:25]=1[C:26](O)=[O:27].C1(N=C=NC2CCCCC2)CCCCC1.O. (8) Given the product [CH2:1]([C:3]1[CH:4]=[C:5]([CH:15]=[CH:16][CH:17]=1)[O:6][C:7]1[CH:8]=[C:9]([CH:12]=[CH:13][CH:14]=1)[CH2:10][NH2:11])[CH3:2], predict the reactants needed to synthesize it. The reactants are: [CH2:1]([C:3]1[CH:4]=[C:5]([CH:15]=[CH:16][CH:17]=1)[O:6][C:7]1[CH:8]=[C:9]([CH:12]=[CH:13][CH:14]=1)[C:10]#[N:11])[CH3:2].C1COCC1.[H-].[Al+3].[Li+].[H-].[H-].[H-].[OH-].[Na+].